From a dataset of Peptide-MHC class II binding affinity with 134,281 pairs from IEDB. Regression. Given a peptide amino acid sequence and an MHC pseudo amino acid sequence, predict their binding affinity value. This is MHC class II binding data. (1) The peptide sequence is KQDLELSWNLNGLQAY. The MHC is DRB1_1302 with pseudo-sequence DRB1_1302. The binding affinity (normalized) is 0.591. (2) The peptide sequence is TDRATLNPWASQKH. The MHC is DRB1_0101 with pseudo-sequence DRB1_0101. The binding affinity (normalized) is 0.0861. (3) The peptide sequence is DKGILTVSVAVSEGK. The MHC is DRB5_0101 with pseudo-sequence DRB5_0101. The binding affinity (normalized) is 0.319. (4) The peptide sequence is GIKQLQARVLAVERYLK. The MHC is HLA-DPA10301-DPB10402 with pseudo-sequence HLA-DPA10301-DPB10402. The binding affinity (normalized) is 0.533. (5) The peptide sequence is AFILDQDNLFPKV. The MHC is DRB3_0101 with pseudo-sequence DRB3_0101. The binding affinity (normalized) is 0.957.